From a dataset of Forward reaction prediction with 1.9M reactions from USPTO patents (1976-2016). Predict the product of the given reaction. (1) Given the reactants [CH2:1]([O:3][C:4]([CH:6]1[CH2:11][NH:10][CH2:9][CH2:8][N:7]1[S:12]([C:15]1[CH:20]=[CH:19][C:18]([O:21][CH2:22][C:23]#[C:24][CH3:25])=[CH:17][CH:16]=1)(=[O:14])=[O:13])=[O:5])[CH3:2].C(=O)([O-])[O-].[K+].[K+].[Br:32][C:33]1[CH:40]=[CH:39][C:36]([CH2:37]Br)=[CH:35][CH:34]=1, predict the reaction product. The product is: [CH2:1]([O:3][C:4]([CH:6]1[CH2:11][N:10]([CH2:37][C:36]2[CH:39]=[CH:40][C:33]([Br:32])=[CH:34][CH:35]=2)[CH2:9][CH2:8][N:7]1[S:12]([C:15]1[CH:20]=[CH:19][C:18]([O:21][CH2:22][C:23]#[C:24][CH3:25])=[CH:17][CH:16]=1)(=[O:13])=[O:14])=[O:5])[CH3:2]. (2) Given the reactants [NH2:1][CH:2]1[CH2:7][CH2:6][CH2:5][N:4]([C:8]([C:10]2[CH:11]=[C:12]3[C:20](=[CH:21][CH:22]=2)[N:19]([CH3:23])[C:18]2[CH2:17][CH2:16][CH:15]([CH:24]4[CH2:29][CH2:28][O:27][CH2:26][CH2:25]4)[CH2:14][C:13]3=2)=[O:9])[CH2:3]1.[C:30](Cl)(=[O:33])[CH2:31][CH3:32].C(N(CC)CC)C, predict the reaction product. The product is: [CH3:23][N:19]1[C:18]2[CH2:17][CH2:16][CH:15]([CH:24]3[CH2:25][CH2:26][O:27][CH2:28][CH2:29]3)[CH2:14][C:13]=2[C:12]2[C:20]1=[CH:21][CH:22]=[C:10]([C:8]([N:4]1[CH2:5][CH2:6][CH2:7][CH:2]([NH:1][C:30](=[O:33])[CH2:31][CH3:32])[CH2:3]1)=[O:9])[CH:11]=2. (3) Given the reactants [Cl:1][C:2]1[CH:3]=[C:4]([CH:9]2[CH:18]([C:19]([O:21][CH3:22])=[O:20])[CH:17](O)[C:16]3[C:11](=[CH:12][CH:13]=[CH:14][CH:15]=3)[O:10]2)[CH:5]=[CH:6][C:7]=1[Cl:8].O.C1(C)C=CC(S(O)(=O)=O)=CC=1, predict the reaction product. The product is: [Cl:1][C:2]1[CH:3]=[C:4]([CH:9]2[C:18]([C:19]([O:21][CH3:22])=[O:20])=[CH:17][C:16]3[C:11](=[CH:12][CH:13]=[CH:14][CH:15]=3)[O:10]2)[CH:5]=[CH:6][C:7]=1[Cl:8]. (4) Given the reactants [Cl:1][C:2]1[CH:3]=[C:4]([NH:19]C(=O)OC(C)(C)C)[CH:5]=[C:6]([F:18])[C:7]=1[C:8]1[S:9][C:10]2[C:11](Cl)=[N:12][CH:13]=[CH:14][C:15]=2[N:16]=1.ClC1[C:33]2S[C:35](C3C(F)=CC(I)=CC=3Cl)=[N:36][C:32]=2[CH:31]=[CH:30][N:29]=1.C(=O)(OC(C)(C)C)[NH2:47].CC1(C)C2C(=C(P(C3C=CC=CC=3)C3C=CC=CC=3)C=CC=2)OC2C(P(C3C=CC=CC=3)C3C=CC=CC=3)=CC=CC1=2, predict the reaction product. The product is: [NH2:19][C:4]1[CH:5]=[C:6]([F:18])[C:7]([C:8]2[S:9][C:10]3[C:11]([NH:47][C:30]4[CH:31]=[C:32]([CH3:33])[N:36]=[CH:35][N:29]=4)=[N:12][CH:13]=[CH:14][C:15]=3[N:16]=2)=[C:2]([Cl:1])[CH:3]=1.